From a dataset of Peptide-MHC class I binding affinity with 185,985 pairs from IEDB/IMGT. Regression. Given a peptide amino acid sequence and an MHC pseudo amino acid sequence, predict their binding affinity value. This is MHC class I binding data. (1) The peptide sequence is WIQYDKHCY. The MHC is HLA-A11:01 with pseudo-sequence HLA-A11:01. The binding affinity (normalized) is 0.660. (2) The peptide sequence is ILRPLGIEY. The MHC is HLA-A02:03 with pseudo-sequence HLA-A02:03. The binding affinity (normalized) is 0.0847.